This data is from Reaction yield outcomes from USPTO patents with 853,638 reactions. The task is: Predict the reaction yield, written as a fraction of the theoretical maximum amount of product (1.0 means a 100% yield; for example, 0.34 means a 34% yield). (1) The reactants are [CH2:1]([C@@H:3]([NH:6][C:7]1[N:8]=[C:9]([C:20]2[CH:25]=[C:24]([O:26]C)[CH:23]=[C:22]([Cl:28])[CH:21]=2)[C:10]2[C:15]([NH2:16])=[C:14]([C:17]([NH2:19])=[O:18])[S:13][C:11]=2[N:12]=1)[CH2:4][OH:5])[CH3:2].B(Br)(Br)Br.C([O-])(O)=O.[Na+]. The catalyst is C(Cl)Cl. The product is [CH2:1]([C@@H:3]([NH:6][C:7]1[N:8]=[C:9]([C:20]2[CH:21]=[C:22]([Cl:28])[CH:23]=[C:24]([OH:26])[CH:25]=2)[C:10]2[C:15]([NH2:16])=[C:14]([C:17]([NH2:19])=[O:18])[S:13][C:11]=2[N:12]=1)[CH2:4][OH:5])[CH3:2]. The yield is 0.0300. (2) The reactants are [CH:1]1([SH:6])CCC[CH2:2]1.FC1C=C(C)C=CC=1[N+]([O-])=[O:15].[CH:18]1([S:23]([C:26]2[CH:27]=[C:28]([CH3:35])[CH:29]=[CH:30][C:31]=2[N+:32]([O-])=O)(=[O:25])=[O:24])[CH2:22][CH2:21][CH2:20][CH2:19]1.C1(S(C2C=C(C)C=CC=2N)(=O)=O)CCCC1.[NH2:52][C:53]1SC=[CH:56][N:57]=1. No catalyst specified. The product is [CH:18]1([S:23]([C:26]2[CH:27]=[C:28]([CH3:35])[CH:29]=[CH:30][C:31]=2[NH:32][C:56]([NH:57][C:53]2[S:6][CH:1]=[CH:2][N:52]=2)=[O:15])(=[O:25])=[O:24])[CH2:22][CH2:21][CH2:20][CH2:19]1. The yield is 0.620. (3) The reactants are Br[CH2:2][C:3]([C:5]1[CH:10]=[CH:9][C:8]([S:11]([CH3:14])(=[O:13])=[O:12])=[CH:7][CH:6]=1)=O.[S:15]1[CH:19]=[CH:18][C:17]([C:20]2[CH:25]=[CH:24][C:23]([CH2:26][C:27]([OH:29])=[O:28])=[CH:22][CH:21]=2)=[CH:16]1.C1CCN2C(=NCCC2)CC1.Cl. The catalyst is C(#N)C.CCN(CC)CC. The product is [S:15]1[CH:19]=[CH:18][C:17]([C:20]2[CH:21]=[CH:22][C:23]([C:26]3[C:27](=[O:29])[O:28][CH2:2][C:3]=3[C:5]3[CH:6]=[CH:7][C:8]([S:11]([CH3:14])(=[O:13])=[O:12])=[CH:9][CH:10]=3)=[CH:24][CH:25]=2)=[CH:16]1. The yield is 0.390. (4) The reactants are [CH3:1][C:2]1([CH3:15])[CH2:13][C:12]2[CH:11]=[C:10]3[N:5]([CH2:6][CH2:7][NH:8][C:9]3=[O:14])[C:4]=2[CH2:3]1.[C:16]([O:19][CH2:20][C:21]1[C:26]([Br:27])=[CH:25][C:24]([F:28])=[CH:23][C:22]=1Br)(=[O:18])[CH3:17].C(=O)([O-])[O-].[Cs+].[Cs+].CC1(C)C2C(=C(P(C3C=CC=CC=3)C3C=CC=CC=3)C=CC=2)OC2C(P(C3C=CC=CC=3)C3C=CC=CC=3)=CC=CC1=2. The catalyst is O1CCOCC1.[Pd].[Pd].C(=CC(C=CC1C=CC=CC=1)=O)C1C=CC=CC=1.C(=CC(C=CC1C=CC=CC=1)=O)C1C=CC=CC=1.C(=CC(C=CC1C=CC=CC=1)=O)C1C=CC=CC=1.C(OCC)(=O)C.O. The product is [C:16]([O:19][CH2:20][C:21]1[C:22]([N:8]2[CH2:7][CH2:6][N:5]3[C:10](=[CH:11][C:12]4[CH2:13][C:2]([CH3:15])([CH3:1])[CH2:3][C:4]=43)[C:9]2=[O:14])=[CH:23][C:24]([F:28])=[CH:25][C:26]=1[Br:27])(=[O:18])[CH3:17]. The yield is 0.560. (5) The reactants are [C:1]([O:5][C:6](=[O:35])[N:7]([C:16]1[S:17][C@:18]2([CH2:33][OH:34])[C@H:20]([C@:21]([C:25]3[CH:30]=[C:29]([Br:31])[CH:28]=[CH:27][C:26]=3[F:32])([CH2:23][F:24])[N:22]=1)[CH2:19]2)[CH2:8][O:9][CH2:10][CH2:11][Si:12]([CH3:15])([CH3:14])[CH3:13])([CH3:4])([CH3:3])[CH3:2].[CH3:36][C:37]1[CH:42]=[CH:41][C:40]([S:43](Cl)(=[O:45])=[O:44])=[CH:39][CH:38]=1. The catalyst is C(Cl)Cl.CN(C)C1C=CN=CC=1. The product is [CH3:36][C:37]1[CH:42]=[CH:41][C:40]([S:43]([O:34][CH2:33][C@:18]23[CH2:19][C@H:20]2[C@:21]([C:25]2[CH:30]=[C:29]([Br:31])[CH:28]=[CH:27][C:26]=2[F:32])([CH2:23][F:24])[N:22]=[C:16]([N:7]([C:6]([O:5][C:1]([CH3:4])([CH3:2])[CH3:3])=[O:35])[CH2:8][O:9][CH2:10][CH2:11][Si:12]([CH3:13])([CH3:14])[CH3:15])[S:17]3)(=[O:45])=[O:44])=[CH:39][CH:38]=1. The yield is 0.640. (6) The reactants are [N:1]([CH2:4][C:5]1[O:9][N:8]=[C:7]([CH3:10])[C:6]=1[C:11]1[C:12]([C:17]([C:19]2[CH:24]=[CH:23][C:22]([Cl:25])=[CH:21][CH:20]=2)=O)=[N:13][N:14]([CH3:16])[CH:15]=1)=[N+]=[N-].C1(P(C2C=CC=CC=2)C2C=CC=CC=2)C=CC=CC=1. The catalyst is C1COCC1. The product is [Cl:25][C:22]1[CH:23]=[CH:24][C:19]([C:17]2[C:12]3[C:11](=[CH:15][N:14]([CH3:16])[N:13]=3)[C:6]3[C:7]([CH3:10])=[N:8][O:9][C:5]=3[CH2:4][N:1]=2)=[CH:20][CH:21]=1. The yield is 0.600. (7) The reactants are [CH3:1][C:2]1[O:3][C:4]([CH3:14])=[C:5]([CH:7]([OH:13])[CH2:8][CH2:9][CH:10]([CH3:12])[CH3:11])[N:6]=1. The catalyst is C(Cl)Cl.O=[Mn]=O. The product is [CH3:1][C:2]1[O:3][C:4]([CH3:14])=[C:5]([C:7](=[O:13])[CH2:8][CH2:9][CH:10]([CH3:11])[CH3:12])[N:6]=1. The yield is 0.712.